Dataset: Forward reaction prediction with 1.9M reactions from USPTO patents (1976-2016). Task: Predict the product of the given reaction. Given the reactants [F:1][C:2]1[CH:3]=[CH:4][CH:5]=[C:6]2[C:10]=1[NH:9][C:8](=[O:11])[C:7]2=O.[OH-:13].[Na+].[N:15]([O-])=O.[Na+].S(=O)(=O)(O)O, predict the reaction product. The product is: [F:1][C:2]1[CH:3]=[CH:4][CH:5]=[C:6]2[C:10]=1[NH:9][N:15]=[C:7]2[C:8]([OH:11])=[O:13].